Dataset: Reaction yield outcomes from USPTO patents with 853,638 reactions. Task: Predict the reaction yield, written as a fraction of the theoretical maximum amount of product (1.0 means a 100% yield; for example, 0.34 means a 34% yield). (1) The reactants are Cl.Cl[CH:3]([C:8]1[C:9](=[O:17])[C:10]([OH:16])=[C:11]([CH3:15])[N:12]([CH3:14])[CH:13]=1)[C:4]([F:7])([F:6])[F:5].C(#N)C.[CH3:21][NH:22][CH3:23].O. The catalyst is ClCCl.CO.ClCCl. The product is [CH3:21][N:22]([CH3:23])[CH:3]([C:8]1[C:9](=[O:17])[C:10]([OH:16])=[C:11]([CH3:15])[N:12]([CH3:14])[CH:13]=1)[C:4]([F:7])([F:6])[F:5]. The yield is 0.560. (2) The catalyst is C(Cl)Cl.O. The product is [CH3:1][S:2]([CH2:5][CH:6]1[CH2:7][O:8][C:24](=[O:26])[O:9]1)(=[O:4])=[O:3]. The yield is 0.200. The reactants are [CH3:1][S:2]([CH2:5][CH:6]([OH:9])[CH2:7][OH:8])(=[O:4])=[O:3].N1C=CC=CC=1.C1(C)C=CC=CC=1.Cl[C:24](Cl)([O:26]C(=O)OC(Cl)(Cl)Cl)Cl. (3) The catalyst is C(O)(=O)C. The yield is 0.990. The reactants are [CH2:1]([N:8]1[C:13](=[O:14])[C:12]2[C:15]([CH3:18])=[N:16][S:17][C:11]=2[N:10]=[C:9]1[CH2:19][CH:20]([CH3:22])[CH3:21])[C:2]1[CH:7]=[CH:6][CH:5]=[CH:4][CH:3]=1.C([O-])(=O)C.[Na+].[Br:28]Br.CCOC(C)=O. The product is [CH2:1]([N:8]1[C:13](=[O:14])[C:12]2[C:15]([CH3:18])=[N:16][S:17][C:11]=2[N:10]=[C:9]1[CH:19]([Br:28])[CH:20]([CH3:22])[CH3:21])[C:2]1[CH:3]=[CH:4][CH:5]=[CH:6][CH:7]=1. (4) The product is [Cl:29][C:23]1[CH:24]=[CH:25][CH:26]=[C:27]([Cl:28])[C:22]=1[C:15]1[C:14]([CH2:13][O:12][C:7]2[CH:8]=[C:9]3[C:4](=[CH:5][CH:6]=2)[CH:3]=[C:2]([C:50]2[CH:51]=[C:46]([NH:45][C:42](=[O:44])[CH3:43])[CH:47]=[CH:48][CH:49]=2)[CH:11]=[CH:10]3)=[C:18]([CH:19]([CH3:21])[CH3:20])[O:17][N:16]=1. The reactants are Br[C:2]1[CH:3]=[C:4]2[C:9](=[CH:10][CH:11]=1)[CH:8]=[C:7]([O:12][CH2:13][C:14]1[C:15]([C:22]3[C:27]([Cl:28])=[CH:26][CH:25]=[CH:24][C:23]=3[Cl:29])=[N:16][O:17][C:18]=1[CH:19]([CH3:21])[CH3:20])[CH:6]=[CH:5]2.COCCOC.C(=O)([O-])[O-].[Na+].[Na+].[C:42]([NH:45][C:46]1[CH:47]=[C:48](B(O)O)[CH:49]=[CH:50][CH:51]=1)(=[O:44])[CH3:43]. The catalyst is O.C1C=CC([P]([Pd]([P](C2C=CC=CC=2)(C2C=CC=CC=2)C2C=CC=CC=2)([P](C2C=CC=CC=2)(C2C=CC=CC=2)C2C=CC=CC=2)[P](C2C=CC=CC=2)(C2C=CC=CC=2)C2C=CC=CC=2)(C2C=CC=CC=2)C2C=CC=CC=2)=CC=1.C(OCC)(=O)C. The yield is 0.290.